Dataset: Catalyst prediction with 721,799 reactions and 888 catalyst types from USPTO. Task: Predict which catalyst facilitates the given reaction. (1) Reactant: [NH2:1][C@@:2]([C:13]1[C:14]([F:20])=[N:15][CH:16]=[C:17]([Br:19])[CH:18]=1)([CH3:12])[CH2:3][S:4]([C:7]([CH3:11])([CH3:10])[C:8]#[N:9])(=[O:6])=[O:5].C[Al](C)C.Cl. Product: [NH2:9][C:8]1[C:7]([CH3:10])([CH3:11])[S:4](=[O:6])(=[O:5])[CH2:3][C@:2]([C:13]2[C:14]([F:20])=[N:15][CH:16]=[C:17]([Br:19])[CH:18]=2)([CH3:12])[N:1]=1. The catalyst class is: 26. (2) Reactant: Cl.[CH2:2]([C:4]1[S:24][C:7]2[N:8]=[C:9]([S:18][CH2:19][C:20]([O:22][CH3:23])=[O:21])[N:10]=[C:11]([N:12]3[CH2:17][CH2:16][NH:15][CH2:14][CH2:13]3)[C:6]=2[CH:5]=1)[CH3:3].C(N(C(C)C)CC)(C)C.[C:34]([C:36]1[CH:44]=[CH:43][C:39]([C:40](Cl)=[O:41])=[CH:38][CH:37]=1)#[N:35]. Product: [C:34]([C:36]1[CH:44]=[CH:43][C:39]([C:40]([N:15]2[CH2:16][CH2:17][N:12]([C:11]3[C:6]4[CH:5]=[C:4]([CH2:2][CH3:3])[S:24][C:7]=4[N:8]=[C:9]([S:18][CH2:19][C:20]([O:22][CH3:23])=[O:21])[N:10]=3)[CH2:13][CH2:14]2)=[O:41])=[CH:38][CH:37]=1)#[N:35]. The catalyst class is: 3. (3) Reactant: Br[CH2:2][C:3]1[CH:8]=[CH:7][C:6]([C:9]2[CH:14]=[CH:13][CH:12]=[CH:11][C:10]=2[C:15]2[N:19]([CH2:20][C:21]3[CH:26]=[CH:25][C:24]([O:27][CH3:28])=[CH:23][CH:22]=3)[N:18]=[N:17][N:16]=2)=[CH:5][CH:4]=1.C(#N)C.[C:32]([O:36][C:37]([NH:39][C:40]1[C:49]([N+:50]([O-:52])=[O:51])=[CH:48][CH:47]=[CH:46][C:41]=1[C:42]([O:44][CH3:45])=[O:43])=[O:38])([CH3:35])([CH3:34])[CH3:33].C(=O)([O-])[O-].[K+].[K+]. Product: [C:32]([O:36][C:37]([N:39]([C:40]1[C:49]([N+:50]([O-:52])=[O:51])=[CH:48][CH:47]=[CH:46][C:41]=1[C:42]([O:44][CH3:45])=[O:43])[CH2:2][C:3]1[CH:8]=[CH:7][C:6]([C:9]2[CH:14]=[CH:13][CH:12]=[CH:11][C:10]=2[C:15]2[N:19]([CH2:20][C:21]3[CH:26]=[CH:25][C:24]([O:27][CH3:28])=[CH:23][CH:22]=3)[N:18]=[N:17][N:16]=2)=[CH:5][CH:4]=1)=[O:38])([CH3:35])([CH3:33])[CH3:34]. The catalyst class is: 133.